Dataset: Full USPTO retrosynthesis dataset with 1.9M reactions from patents (1976-2016). Task: Predict the reactants needed to synthesize the given product. (1) Given the product [OH:30][C@@H:29]([C:28]1[CH:27]=[CH:26][C:25]2[C:24](=[O:32])[O:23][CH2:22][C:21]=2[C:20]=1[CH3:19])[CH2:31][N:15]1[CH2:16][CH2:17][C:10]2([C:9](=[O:18])[N:8]([C:3]3[CH2:4][O:5][C:6](=[O:7])[C:2]=3[CH3:1])[CH2:12][CH2:11]2)[CH2:13][CH2:14]1, predict the reactants needed to synthesize it. The reactants are: [CH3:1][C:2]1[C:6](=[O:7])[O:5][CH2:4][C:3]=1[N:8]1[CH2:12][CH2:11][C:10]2([CH2:17][CH2:16][NH:15][CH2:14][CH2:13]2)[C:9]1=[O:18].[CH3:19][C:20]1[C:28]([C@H:29]2[CH2:31][O:30]2)=[CH:27][CH:26]=[C:25]2[C:21]=1[CH2:22][O:23][C:24]2=[O:32]. (2) Given the product [Br:1][C:2]1[N:3]([CH2:22][CH2:23][CH2:24][C:25]([O:27][CH2:28][CH3:29])=[O:26])[C:4]2[C:9]([C:10]=1[CH2:11][C:12]1[CH:17]=[CH:16][C:15]([Cl:18])=[CH:14][CH:13]=1)=[CH:8][CH:7]=[CH:6][CH:5]=2, predict the reactants needed to synthesize it. The reactants are: [Br:1][C:2]1[NH:3][C:4]2[C:9]([C:10]=1[CH2:11][C:12]1[CH:17]=[CH:16][C:15]([Cl:18])=[CH:14][CH:13]=1)=[CH:8][CH:7]=[CH:6][CH:5]=2.[H-].[Na+].Br[CH2:22][CH2:23][CH2:24][C:25]([O:27][CH2:28][CH3:29])=[O:26]. (3) Given the product [NH2:1][C:2]1[C:7]([C:13]#[C:12][CH2:11][OH:14])=[N:6][C:5]([S:9][CH3:10])=[CH:4][N:3]=1, predict the reactants needed to synthesize it. The reactants are: [NH2:1][C:2]1[C:7](Br)=[N:6][C:5]([S:9][CH3:10])=[CH:4][N:3]=1.[CH2:11]([OH:14])[C:12]#[CH:13].C(N(CC)CC)C.O. (4) Given the product [O:50]1[C:54]2[CH:55]=[CH:56][C:57]([C:59]3[CH:60]=[C:61]([NH:65][C:23]([C:18]4[C:19](=[O:22])[O:20][C:21]5[C:16]([CH:17]=4)=[CH:15][CH:14]=[CH:13][C:12]=5[O:11][CH3:10])=[O:25])[CH:62]=[CH:63][CH:64]=3)=[CH:58][C:53]=2[O:52][CH2:51]1, predict the reactants needed to synthesize it. The reactants are: CCN(C(C)C)C(C)C.[CH3:10][O:11][C:12]1[CH:13]=[CH:14][CH:15]=[C:16]2[C:21]=1[O:20][C:19](=[O:22])[C:18]([C:23]([OH:25])=O)=[CH:17]2.CN(C(ON1N=NC2C=CC=NC1=2)=[N+](C)C)C.F[P-](F)(F)(F)(F)F.[O:50]1[C:54]2[CH:55]=[CH:56][C:57]([C:59]3[CH:60]=[C:61]([NH2:65])[CH:62]=[CH:63][CH:64]=3)=[CH:58][C:53]=2[O:52][CH2:51]1. (5) Given the product [C:1]([O:5][C:6]([N:8]1[CH2:13][CH2:12][CH:11]([NH:19][CH2:18][CH2:17][N:16]([CH3:20])[CH3:15])[CH2:10][CH2:9]1)=[O:7])([CH3:4])([CH3:3])[CH3:2], predict the reactants needed to synthesize it. The reactants are: [C:1]([O:5][C:6]([N:8]1[CH2:13][CH2:12][C:11](=O)[CH2:10][CH2:9]1)=[O:7])([CH3:4])([CH3:3])[CH3:2].[CH3:15][N:16]([CH3:20])[CH2:17][CH2:18][NH2:19]. (6) Given the product [CH3:19][C:11]1[C:10]([F:9])=[CH:15][CH:14]=[CH:13][C:12]=1[N:16]1[C:17](=[O:18])[NH:7][N:6]=[N:5]1, predict the reactants needed to synthesize it. The reactants are: [Cl-].[Cl-].[Cl-].[Al+3].[N-:5]=[N+:6]=[N-:7].[Na+].[F:9][C:10]1[CH:15]=[CH:14][CH:13]=[C:12]([N:16]=[C:17]=[O:18])[C:11]=1[CH3:19].N([O-])=O.[Na+].Cl. (7) Given the product [Si:1]([O:8][C@H:9]1[CH2:18][C:17]([CH3:19])([CH3:20])[CH2:16][C:15]2[N:14]=[C:13]([CH:21]([CH3:23])[CH3:22])[C:12]([C:24]([C:26]3[CH:27]=[N:28][C:29]([C:32]([F:33])([F:34])[F:35])=[CH:30][CH:31]=3)=[O:25])=[C:11]([I:36])[C:10]1=2)([C:4]([CH3:6])([CH3:7])[CH3:5])([CH3:2])[CH3:3], predict the reactants needed to synthesize it. The reactants are: [Si:1]([O:8][C@H:9]1[CH2:18][C:17]([CH3:20])([CH3:19])[CH2:16][C:15]2[N:14]=[C:13]([CH:21]([CH3:23])[CH3:22])[C:12]([C@H:24]([C:26]3[CH:27]=[N:28][C:29]([C:32]([F:35])([F:34])[F:33])=[CH:30][CH:31]=3)[OH:25])=[C:11]([I:36])[C:10]1=2)([C:4]([CH3:7])([CH3:6])[CH3:5])([CH3:3])[CH3:2].S([O-])(O)=O.[Na+].C(=O)([O-])O.[Na+].